From a dataset of Full USPTO retrosynthesis dataset with 1.9M reactions from patents (1976-2016). Predict the reactants needed to synthesize the given product. (1) Given the product [N:1]1([CH2:16][C:17]2[CH:25]=[CH:24][C:20]([C:21]([OH:23])=[O:22])=[CH:19][CH:18]=2)[CH2:14][CH2:13][CH2:12][NH:11][CH2:10][CH2:9][NH:8][CH2:7][CH2:6][CH2:5][NH:4][CH2:3][CH2:2]1, predict the reactants needed to synthesize it. The reactants are: [NH:1]1[CH2:14][CH2:13][CH2:12][NH:11][CH2:10][CH2:9][NH:8][CH2:7][CH2:6][CH2:5][NH:4][CH2:3][CH2:2]1.Cl[CH2:16][C:17]1[CH:25]=[CH:24][C:20]([C:21]([OH:23])=[O:22])=[CH:19][CH:18]=1. (2) Given the product [C:1]([C:3]1[C:4]([OH:13])=[N:5][CH:6]=[C:7]([C:9]([F:12])([F:11])[F:10])[CH:8]=1)#[N:19], predict the reactants needed to synthesize it. The reactants are: [CH:1]([C:3]1[C:4]([OH:13])=[N:5][CH:6]=[C:7]([C:9]([F:12])([F:11])[F:10])[CH:8]=1)=O.C([O-])=O.[Na+].Cl.[NH2:19]O.C(O)=O. (3) Given the product [CH3:1][C:2]1[C:3]([C:21]([O:23][CH3:24])=[O:22])=[N:4][S:8][CH:9]=1, predict the reactants needed to synthesize it. The reactants are: [CH3:1][C:2]1[CH2:9][S:8]C2[N:4](C(=O)C2NC(=O)CC2C=CC=CC=2)[C:3]=1[C:21]([O:23][CH3:24])=[O:22].C1C(=O)N(Cl)C(=O)C1. (4) Given the product [Cl:22][C:23]1[CH:24]=[C:25]([NH:26][C:19]2[C:20]3[N:12]([CH2:11][CH2:10][OH:9])[CH:13]=[CH:14][C:15]=3[N:16]=[CH:17][N:18]=2)[CH:27]=[CH:28][C:29]=1[O:30][C:31]1[CH:36]=[CH:35][CH:34]=[C:33]([S:37]([CH2:40][C:41]([CH3:43])([CH3:42])[CH3:44])(=[O:38])=[O:39])[CH:32]=1, predict the reactants needed to synthesize it. The reactants are: C([O:9][CH2:10][CH2:11][N:12]1[C:20]2[C:19](Cl)=[N:18][CH:17]=[N:16][C:15]=2[CH:14]=[CH:13]1)(=O)C1C=CC=CC=1.[Cl:22][C:23]1[CH:24]=[C:25]([CH:27]=[CH:28][C:29]=1[O:30][C:31]1[CH:36]=[CH:35][CH:34]=[C:33]([S:37]([CH2:40][C:41]([CH3:44])([CH3:43])[CH3:42])(=[O:39])=[O:38])[CH:32]=1)[NH2:26].[OH-].[Na+]. (5) Given the product [CH3:42][C:2]1([CH3:1])[NH:7][C:6](=[O:8])[C:5]2[C:9]([C:12]([NH:14][C:15]3[CH:16]=[CH:17][C:18]([N:25]4[CH2:30][CH2:29][N:28]([C:31]([O:33][C:34]([CH3:37])([CH3:36])[CH3:35])=[O:32])[C@H:27]([CH2:38][OH:39])[CH2:26]4)=[N:19][C:20]=3[O:21][CH:22]([CH3:24])[CH3:23])=[O:13])=[CH:10][O:11][C:4]=2[CH2:3]1, predict the reactants needed to synthesize it. The reactants are: [CH3:1][C:2]1([CH3:42])[NH:7][C:6](=[O:8])[C:5]2[C:9]([C:12]([NH:14][C:15]3[CH:16]=[CH:17][C:18]([N:25]4[CH2:30][CH2:29][N:28]([C:31]([O:33][C:34]([CH3:37])([CH3:36])[CH3:35])=[O:32])[C@H:27]([C:38](OC)=[O:39])[CH2:26]4)=[N:19][C:20]=3[O:21][CH:22]([CH3:24])[CH3:23])=[O:13])=[CH:10][O:11][C:4]=2[CH2:3]1.[H-].[Al+3].[Li+].[H-].[H-].[H-]. (6) Given the product [CH2:1]([CH:3]1[CH2:12][C:11]2[C:6](=[CH:7][CH:8]=[C:9]([C:13]3[CH:14]=[N:15][N:16]([CH3:18])[CH:17]=3)[CH:10]=2)[N:5]([C:20]2[C:24]3[CH2:25][N:26]([C:29](=[O:31])[CH3:30])[CH2:27][CH2:28][C:23]=3[N:22]([CH:32]3[CH2:36][CH2:35][O:34][CH2:33]3)[N:21]=2)[CH2:4]1)[CH3:2], predict the reactants needed to synthesize it. The reactants are: [CH2:1]([CH:3]1[CH2:12][C:11]2[C:6](=[CH:7][CH:8]=[C:9]([C:13]3[CH:14]=[N:15][N:16]([CH3:18])[CH:17]=3)[CH:10]=2)[NH:5][CH2:4]1)[CH3:2].Br[C:20]1[C:24]2[CH2:25][N:26]([C:29](=[O:31])[CH3:30])[CH2:27][CH2:28][C:23]=2[N:22]([C@H:32]2[CH2:36][CH2:35][O:34][CH2:33]2)[N:21]=1.COC(C)(C)C.C1(P(C2CCCCC2)C2C=CC=CC=2C2C(OC(C)C)=CC=CC=2OC(C)C)CCCCC1.C(O[Na])(C)(C)C. (7) Given the product [CH2:13]([O:20][C:21]1[CH:30]=[C:29]2[C:24]([C:25]([O:12][C:5]3[CH:6]=[CH:7][C:8]([O:10][CH3:11])=[CH:9][C:4]=3[C:2](=[O:3])[CH3:1])=[CH:26][CH:27]=[N:28]2)=[CH:23][C:22]=1[O:32][CH3:33])[C:14]1[CH:15]=[CH:16][CH:17]=[CH:18][CH:19]=1, predict the reactants needed to synthesize it. The reactants are: [CH3:1][C:2]([C:4]1[CH:9]=[C:8]([O:10][CH3:11])[CH:7]=[CH:6][C:5]=1[OH:12])=[O:3].[CH2:13]([O:20][C:21]1[CH:30]=[C:29]2[C:24]([C:25](Cl)=[CH:26][CH:27]=[N:28]2)=[CH:23][C:22]=1[O:32][CH3:33])[C:14]1[CH:19]=[CH:18][CH:17]=[CH:16][CH:15]=1.